This data is from Full USPTO retrosynthesis dataset with 1.9M reactions from patents (1976-2016). The task is: Predict the reactants needed to synthesize the given product. (1) The reactants are: C(OC(=O)[NH:7][C@H:8]1[CH2:13][CH2:12][C@H:11]([CH2:14][N:15]2[C:19]([CH3:20])=[C:18]([CH3:21])[C:17]([CH3:22])=[N:16]2)[CH2:10][CH2:9]1)(C)(C)C.Cl. Given the product [CH3:22][C:17]1[C:18]([CH3:21])=[C:19]([CH3:20])[N:15]([CH2:14][C@H:11]2[CH2:10][CH2:9][C@H:8]([NH2:7])[CH2:13][CH2:12]2)[N:16]=1, predict the reactants needed to synthesize it. (2) Given the product [Br:13][C:14]1[CH:30]=[CH:29][C:17]([N:18]([CH2:19][CH2:20][O:21][Si:22]([C:25]([CH3:28])([CH3:27])[CH3:26])([CH3:23])[CH3:24])[C:8]([C:7]2[C:6]([Cl:11])=[N:5][C:4]([CH3:12])=[N:3][C:2]=2[Cl:1])=[O:9])=[CH:16][CH:15]=1, predict the reactants needed to synthesize it. The reactants are: [Cl:1][C:2]1[C:7]([C:8](Cl)=[O:9])=[C:6]([Cl:11])[N:5]=[C:4]([CH3:12])[N:3]=1.[Br:13][C:14]1[CH:30]=[CH:29][C:17]([NH:18][CH2:19][CH2:20][O:21][Si:22]([C:25]([CH3:28])([CH3:27])[CH3:26])([CH3:24])[CH3:23])=[CH:16][CH:15]=1.C(N(CC)CC)C.